The task is: Predict which catalyst facilitates the given reaction.. This data is from Catalyst prediction with 721,799 reactions and 888 catalyst types from USPTO. (1) Reactant: [OH:1][C:2]1[CH:10]=[CH:9][CH:8]=[C:7]2[C:3]=1[CH2:4][CH2:5][C:6]2=[O:11].C(N(CC)CC)C.[C:19]([Si:23]([CH3:26])([CH3:25])Cl)([CH3:22])([CH3:21])[CH3:20].O. Product: [O:1]([C:2]1[CH:10]=[CH:9][CH:8]=[C:7]2[C:3]=1[CH2:4][CH2:5][C:6]2=[O:11])[Si:23]([C:19]([CH3:22])([CH3:21])[CH3:20])([CH3:26])[CH3:25]. The catalyst class is: 3. (2) Reactant: [N+:1]([C:4]1[CH:9]=[CH:8][C:7]([OH:10])=[CH:6][CH:5]=1)([O-:3])=[O:2].[H-].[Na+].[CH3:13][O:14][CH2:15][CH2:16]Br. Product: [CH3:13][O:14][CH2:15][CH2:16][O:10][C:7]1[CH:8]=[CH:9][C:4]([N+:1]([O-:3])=[O:2])=[CH:5][CH:6]=1. The catalyst class is: 3. (3) Reactant: [OH:1][C@@H:2]1[CH2:6][CH2:5][O:4][CH2:3]1.CC(C)([O-])C.[K+].F[C:14]1[CH:19]=[CH:18][C:17]([N+:20]([O-:22])=[O:21])=[CH:16][C:15]=1[N:23]1[C:27](=[O:28])[N:26]([CH3:29])[N:25]=[N:24]1. Product: [O:4]1[CH2:5][CH2:6][C@@H:2]([O:1][C:14]2[CH:19]=[CH:18][C:17]([N+:20]([O-:22])=[O:21])=[CH:16][C:15]=2[N:23]2[C:27](=[O:28])[N:26]([CH3:29])[N:25]=[N:24]2)[CH2:3]1. The catalyst class is: 1. (4) Reactant: Cl[CH2:2][C:3]([CH2:5]Cl)=[CH2:4].[H-].[Na+].[C:9]([O:13][C:14]([NH:16][CH2:17][CH2:18][OH:19])=[O:15])([CH3:12])([CH3:11])[CH3:10]. Product: [CH2:4]=[C:3]1[CH2:5][O:19][CH2:18][CH2:17][N:16]([C:14]([O:13][C:9]([CH3:12])([CH3:11])[CH3:10])=[O:15])[CH2:2]1. The catalyst class is: 348. (5) Reactant: [CH2:1]([O:3][C:4]1[CH:9]=[CH:8][C:7]([NH:10][C:11]2[C:16]([N+:17]([O-])=O)=[CH:15][N:14]=[C:13]([NH:20][C:21]3[CH:22]=[N:23][N:24]([CH:26]4[CH2:31][CH2:30][CH:29]([NH:32][C:33](=[O:39])[O:34][C:35]([CH3:38])([CH3:37])[CH3:36])[CH2:28][CH2:27]4)[CH:25]=3)[N:12]=2)=[CH:6][CH:5]=1)[CH3:2]. Product: [NH2:17][C:16]1[C:11]([NH:10][C:7]2[CH:8]=[CH:9][C:4]([O:3][CH2:1][CH3:2])=[CH:5][CH:6]=2)=[N:12][C:13]([NH:20][C:21]2[CH:22]=[N:23][N:24]([CH:26]3[CH2:31][CH2:30][CH:29]([NH:32][C:33](=[O:39])[O:34][C:35]([CH3:38])([CH3:37])[CH3:36])[CH2:28][CH2:27]3)[CH:25]=2)=[N:14][CH:15]=1. The catalyst class is: 19. (6) Reactant: Cl[CH2:2][C:3]1[CH:8]=[CH:7][C:6]([CH2:9][NH:10][C:11](=[O:13])[CH3:12])=[CH:5][CH:4]=1.[CH2:14]([O:16][C:17]1[CH:22]=[C:21]([O:23][CH2:24][CH3:25])[N:20]=[C:19]([N:26]2[CH2:31][CH2:30][NH:29][CH2:28][CH2:27]2)[N:18]=1)[CH3:15].C(=O)([O-])[O-].[K+].[K+].O. Product: [CH2:24]([O:23][C:21]1[CH:22]=[C:17]([O:16][CH2:14][CH3:15])[N:18]=[C:19]([N:26]2[CH2:31][CH2:30][N:29]([CH2:2][C:3]3[CH:8]=[CH:7][C:6]([CH2:9][NH:10][C:11](=[O:13])[CH3:12])=[CH:5][CH:4]=3)[CH2:28][CH2:27]2)[N:20]=1)[CH3:25]. The catalyst class is: 9. (7) Reactant: [CH3:1][Si](C=[N+]=[N-])(C)C.[Br:8][C:9]1[CH:10]=[CH:11][C:12]([O:17][C:18]2[CH:19]=[CH:20][C:21]3[N:25]=[C:24]([CH2:26][O:27][C:28]4[CH:29]=[C:30]([CH:34]=[CH:35][CH:36]=4)[C:31]([OH:33])=[O:32])[N:23]([CH3:37])[C:22]=3[CH:38]=2)=[N:13][C:14]=1[O:15][CH3:16]. Product: [Br:8][C:9]1[CH:10]=[CH:11][C:12]([O:17][C:18]2[CH:19]=[CH:20][C:21]3[N:25]=[C:24]([CH2:26][O:27][C:28]4[CH:29]=[C:30]([CH:34]=[CH:35][CH:36]=4)[C:31]([O:33][CH3:1])=[O:32])[N:23]([CH3:37])[C:22]=3[CH:38]=2)=[N:13][C:14]=1[O:15][CH3:16]. The catalyst class is: 224. (8) Reactant: [N+:1]([C:4]1[CH:21]=[CH:20][CH:19]=[CH:18][C:5]=1[CH:6]=[C:7]([C:13]([O:15][CH2:16][CH3:17])=[O:14])[C:8](OCC)=[O:9])([O-])=O.C(O)(=O)C.C(OCC)(=O)C. Product: [O:9]=[C:8]1[C:7]([C:13]([O:15][CH2:16][CH3:17])=[O:14])=[CH:6][C:5]2[C:4](=[CH:21][CH:20]=[CH:19][CH:18]=2)[NH:1]1. The catalyst class is: 150.